This data is from Full USPTO retrosynthesis dataset with 1.9M reactions from patents (1976-2016). The task is: Predict the reactants needed to synthesize the given product. (1) Given the product [ClH:1].[ClH:1].[NH2:12][O:9][CH2:8][C:7]1[NH:6][CH:5]=[N:4][C:3]=1[CH3:2], predict the reactants needed to synthesize it. The reactants are: [ClH:1].[CH3:2][C:3]1[N:4]=[CH:5][NH:6][C:7]=1[CH2:8][OH:9].C(#[N:12])C.C(OC(OC(C)(C)C)=O)(OC(C)(C)C)=O.CN. (2) The reactants are: [F:1][C:2]1[C:9]([O:10][CH3:11])=[CH:8][CH:7]=[C:6]([O:12][CH3:13])[C:3]=1[CH:4]=O.C(=O)([O-])[O-].[Na+].[Na+].Cl.[NH2:21][OH:22]. Given the product [F:1][C:2]1[C:9]([O:10][CH3:11])=[CH:8][CH:7]=[C:6]([O:12][CH3:13])[C:3]=1/[CH:4]=[N:21]/[OH:22], predict the reactants needed to synthesize it. (3) Given the product [N:27]12[CH2:32][CH2:31][CH:30]([CH2:29][CH2:28]1)[C@@H:25]([O:24][C:23](=[O:33])[NH:22][C@H:7]([C:8]1[CH:13]=[CH:12][CH:11]=[C:10]([O:14][CH2:15][CH:16]3[CH2:17][CH2:18][N:19]([C:58](=[O:59])[C:57]4[CH:61]=[CH:62][C:54]([CH:52]=[O:53])=[CH:55][CH:56]=4)[CH2:20][CH2:21]3)[CH:9]=1)[C:1]1[CH:2]=[CH:3][CH:4]=[CH:5][CH:6]=1)[CH2:26]2, predict the reactants needed to synthesize it. The reactants are: [C:1]1([C@H:7]([NH:22][C:23](=[O:33])[O:24][C@@H:25]2[CH:30]3[CH2:31][CH2:32][N:27]([CH2:28][CH2:29]3)[CH2:26]2)[C:8]2[CH:13]=[CH:12][CH:11]=[C:10]([O:14][CH2:15][CH:16]3[CH2:21][CH2:20][NH:19][CH2:18][CH2:17]3)[CH:9]=2)[CH:6]=[CH:5][CH:4]=[CH:3][CH:2]=1.Cl.O1CCOC1CCCOC(C1CCNCC1)=O.[CH:52]([C:54]1[CH:62]=[CH:61][C:57]([C:58](O)=[O:59])=[CH:56][CH:55]=1)=[O:53].C1([C@H](NC(O[C@@H]2C3CCN(CC3)C2)=O)C2C=C(C=CC=2)OCC2C=CC(C(O)=O)=CC=2)C=CC=CC=1. (4) Given the product [C:1]([C:5]1[N:6]=[C:7]([N:22]2[CH2:27][CH2:26][CH:24]([C:42]3[CH:47]=[CH:46][CH:45]=[CH:44][CH:43]=3)[CH2:23]2)[C:8]2[N:13]=[N:12][N:11]([CH2:14][C:15]3[CH:20]=[CH:19][CH:18]=[CH:17][C:16]=3[Cl:21])[C:9]=2[N:10]=1)([CH3:4])([CH3:3])[CH3:2], predict the reactants needed to synthesize it. The reactants are: [C:1]([C:5]1[N:6]=[C:7]([N:22]2[CH2:27][CH2:26]O[CH2:24][CH2:23]2)[C:8]2[N:13]=[N:12][N:11]([CH2:14][C:15]3[CH:20]=[CH:19][CH:18]=[CH:17][C:16]=3[Cl:21])[C:9]=2[N:10]=1)([CH3:4])([CH3:3])[CH3:2].C(C1N=C(Cl)C2N=NN(C[C:42]3[CH:47]=[CH:46][CH:45]=[CH:44][C:43]=3Cl)C=2N=1)(C)(C)C.C1(C2CCNC2)C=CC=CC=1. (5) Given the product [C:20]([O:24][C:25](=[O:34])[NH:26][C@H:27]1[CH2:28][CH2:29][C@@H:30]([NH:33][C:12]([C:11]2[C:10]([NH:9][C:4]3[CH:5]=[C:6]([CH3:8])[CH:7]=[C:2]([Br:1])[CH:3]=3)=[N:18][CH:17]=[C:16]([F:19])[CH:15]=2)=[O:14])[CH2:31][CH2:32]1)([CH3:23])([CH3:21])[CH3:22], predict the reactants needed to synthesize it. The reactants are: [Br:1][C:2]1[CH:3]=[C:4]([NH:9][C:10]2[N:18]=[CH:17][C:16]([F:19])=[CH:15][C:11]=2[C:12]([OH:14])=O)[CH:5]=[C:6]([CH3:8])[CH:7]=1.[C:20]([O:24][C:25](=[O:34])[NH:26][C@H:27]1[CH2:32][CH2:31][C@@H:30]([NH2:33])[CH2:29][CH2:28]1)([CH3:23])([CH3:22])[CH3:21]. (6) Given the product [NH2:1][C:2]1[N:6]([C:7]2[CH:12]=[CH:11][CH:10]=[CH:9][CH:8]=2)[N:5]=[C:4]([C:13]([CH3:20])([CH3:19])[CH2:14][OH:15])[CH:3]=1, predict the reactants needed to synthesize it. The reactants are: [NH2:1][C:2]1[N:6]([C:7]2[CH:12]=[CH:11][CH:10]=[CH:9][CH:8]=2)[N:5]=[C:4]([C:13]([CH3:20])([CH3:19])[C:14](OCC)=[O:15])[CH:3]=1.[H-].[H-].[H-].[H-].[Li+].[Al+3]. (7) Given the product [CH3:39][C:31]1[N:30]([CH:32]2[CH2:37][CH2:36][CH2:35][CH2:34][O:33]2)[N:29]=[C:28]2[C:4]3[CH:5]=[C:10]4[CH2:9][CH2:8][C:7](=[O:12])[CH2:6][C:11]4=[CH:2][C:3]=3[N:13]([CH2:14][CH2:15][CH2:16][NH:17][C:18](=[O:24])[O:19][C:20]([CH3:21])([CH3:23])[CH3:22])[C:25](=[O:26])[C:27]=12, predict the reactants needed to synthesize it. The reactants are: I[C:2]1[C:3]([N:13]([C:25]([C:27]2[C:28](C)=[N:29][N:30]([CH:32]3[CH2:37][CH2:36][CH2:35][CH2:34][O:33]3)[CH:31]=2)=[O:26])[CH2:14][CH2:15][CH2:16][NH:17][C:18](=[O:24])[O:19][C:20]([CH3:23])([CH3:22])[CH3:21])=[CH:4][C:5]2[CH2:6][C:7](=[O:12])[CH2:8][CH2:9][C:10]=2[CH:11]=1.[C:39]([O-])(=O)C.[K+]. (8) The reactants are: C1(P(C2CCCCC2)[C:8]2[CH:13]=[CH:12][CH:11]=[CH:10][C:9]=2[C:14]2C(C(C)C)=CC(C(C)C)=CC=2C(C)C)CCCCC1.[NH2:35][C:36]1[CH:44]=[CH:43][CH:42]=[CH:41][C:37]=1[C:38]([NH2:40])=[O:39].C([O-])([O-])=O.[K+].[K+].Cl[C:52]1[CH:57]=[CH:56][CH:55]=[CH:54][C:53]=1[CH3:58]. Given the product [CH3:14][C:9]1[CH:10]=[CH:11][CH:12]=[CH:13][C:8]=1[NH:35][C:36]1[CH:44]=[CH:43][CH:42]=[CH:41][C:37]=1[C:38]([NH2:40])=[O:39].[NH2:35][C:36]1[CH:44]=[CH:43][CH:42]=[CH:41][C:37]=1[C:38]([NH:40][C:52]1[CH:57]=[CH:56][CH:55]=[CH:54][C:53]=1[CH3:58])=[O:39], predict the reactants needed to synthesize it. (9) Given the product [ClH:1].[N:2]12[CH2:11][CH:6]3[CH2:7][CH:8]([CH2:10][CH:4]([C@H:5]3[NH:12][C:23]([C:14]3[CH:15]=[CH:16][C:17]4[C:22](=[CH:21][CH:20]=[CH:19][CH:18]=4)[CH:13]=3)=[O:24])[CH2:3]1)[CH2:9]2, predict the reactants needed to synthesize it. The reactants are: [ClH:1].[N:2]12[CH2:11][CH:6]3[CH2:7][CH:8]([CH2:10][CH:4]([C@H:5]3[NH2:12])[CH2:3]1)[CH2:9]2.[CH:13]1[C:22]2[C:17](=[CH:18][CH:19]=[CH:20][CH:21]=2)[CH:16]=[CH:15][C:14]=1[C:23](O)=[O:24].N. (10) Given the product [CH:18]1([C:17]2[O:16][N:15]=[C:14]([CH:21]3[CH2:22][CH2:23][C:24]([F:28])([F:27])[CH2:25][CH2:26]3)[C:13]=2[CH2:12][O:11][CH:8]2[CH2:9][CH2:10][C:5](=[O:4])[CH2:6][CH2:7]2)[CH2:19][CH2:20]1, predict the reactants needed to synthesize it. The reactants are: O1[C:5]2([CH2:10][CH2:9][CH:8]([O:11][CH2:12][C:13]3[C:14]([CH:21]4[CH2:26][CH2:25][C:24]([F:28])([F:27])[CH2:23][CH2:22]4)=[N:15][O:16][C:17]=3[CH:18]3[CH2:20][CH2:19]3)[CH2:7][CH2:6]2)[O:4]CC1.Cl.